Dataset: Experimentally validated miRNA-target interactions with 360,000+ pairs, plus equal number of negative samples. Task: Binary Classification. Given a miRNA mature sequence and a target amino acid sequence, predict their likelihood of interaction. (1) The miRNA is hsa-miR-4295 with sequence CAGUGCAAUGUUUUCCUU. The protein sequence of the target gene is MRLGSGTFATCCVAIEVLGIAVFLRGFFPAPVRSSARAEHGAEPPAPEPSAGASSNWTTLPPPLFSKVVIVLIDALRDDFVFGSKGVKFMPYTTYLVEKGASHSFVAEAKPPTVTMPRIKALMTGSLPGFVDVIRNLNSPALLEDSVIRQAKAAGKRIVFYGDETWVKLFPKHFVEYDGTTSFFVSDYTEVDNNVTRHLDKVLKRGDWDILILHYLGLDHIGHISGPNSPLIGQKLSEMDSVLMKIHTSLQSKERETPLPNLLVLCGDHGMSETGSHGASSTEEVNTPLILISSAFERKP.... Result: 1 (interaction). (2) The miRNA is hsa-miR-602 with sequence GACACGGGCGACAGCUGCGGCCC. The protein sequence of the target gene is MVCGGFACSKNCLCALNLLYTLVSLLLIGIAAWGIGFGLISSLRVVGVVIAVGIFLFLIALVGLIGAVKHHQVLLFFYMIILLLVFIVQFSVSCACLALNQEQQGQLLEVGWNNTASARNDIQRNLNCCGFRSVNPNDTCLASCVKSDHSCSPCAPIIGEYAGEVLRFVGGIGLFFSFTEILGVWLTYRYRNQKDPRANPSAFL. Result: 0 (no interaction). (3) The miRNA is rno-miR-17-5p with sequence CAAAGUGCUUACAGUGCAGGUAG. The protein sequence of the target gene is MELAVGNLSEGNASWPEPPAPEPGPLFGIGVENFVTLVVFGLIFALGVLGNSLVITVLARSKPGKPRSTTNLFILNLSIADLAYLLFCIPFQATVYALPTWVLGAFICKFIHYFFTVSMLVSIFTLAAMSVDRYVAIVHSRRSSSLRVSRNALLGVGCIWALSIAMASPVAYHQGLFHPRASNQTFCWEQWPDPRHKKAYVVCTFVFGYLLPLLLICFCYAKVLNHLHKKLKNMSKKSEASKKKTAQTVLVVVVVFGISWLPHHIIHLWAEFGVFPLTPASFLFRITAHCLAYSNSSVNP.... Result: 0 (no interaction). (4) The miRNA is hsa-miR-4523 with sequence GACCGAGAGGGCCUCGGCUGU. The protein sequence of the target gene is METVQLRNPPRRQLKKLDEDSLTKQPEEVFDVLEKLGEGSYGSVYKAIHKETGQIVAIKQVPVESDLQEIIKEISIMQQCDSPHVVKYYGSYFKNTDLWIVMEYCGAGSVSDIIRLRNKTLTEDEIATILQSTLKGLEYLHFMRKIHRDIKAGNILLNTEGHAKLADFGVAGQLTDTMAKRNTVIGTPFWMAPEVIQEIGYNCVADIWSLGITAIEMAEGKPPYADIHPMRAIFMIPTNPPPTFRKPELWSDNFMDFVKQCLVKSPEQRATATQLLQHPFVKSAKGVSILRDLINEAMDV.... Result: 0 (no interaction). (5) The miRNA is hsa-miR-1285-3p with sequence UCUGGGCAACAAAGUGAGACCU. The protein sequence of the target gene is MAMDSSLQARLFPGLAIKIQRSNGLIHSANVRTVNLEKSCVSVEWAEGGATKGKEIDFDDVAAINPELLQLLPLHPKDNLPLQENVTIQKQKRRSVNSKIPAPKESLRSRSTRMSTVSELRITAQENDMEVELPAAANSRKQFSVPPAPTRPSCPAVAEIPLRMVSEEMEEQVHSIRGSSSANPVNSVRRKSCLVKEVEKMKNKREEKKAQNSEMRMKRAQEYDSSFPNWEFARMIKEFRATLECHPLTMTDPIEEHRICVCVRKRPLNKQELAKKEIDVISIPSKCLLLVHEPKLKVDL.... Result: 0 (no interaction). (6) The miRNA is hsa-miR-548p with sequence UAGCAAAAACUGCAGUUACUUU. The protein sequence of the target gene is MAIEGGERTCGVHELICIRKVSPEAVGFLSAVGVFIILMLLLFLYINKKFCFENVGGFPDLGSEYSTRKNSQDKIYNSYMDKDEHGSSSESEDEALGKYHEALSRTHNSRLPLADSRQRNYAWETRQKYSPLSAEYDGYSSEASIDEGNCIQRMRRTPPLDELQPPPYQDDSGSPHLSCTPSEIGDSKCEFSHCSNSPRCSYNKCPSEGSTGHEIESFHNKGYEEDVPSDSTAVLSPEDMSAQGSSSQLPKPFDPEPEAKYGTLDVTFDYDSQEQKLLVTVTAVTDIPTYNRTGGNSWQV.... Result: 0 (no interaction). (7) The miRNA is mmu-miR-7017-5p with sequence AGAGGGUUGUGAGACUAGGGCUGU. The protein sequence of the target gene is MRSEALLLYFTLLHFAGAGFPEDSEPISISHGNYTKQYPVFVGHKPGRNTTQRHRLDIQMIMIMNGTLYIAARDHIYTVDIDTSHTEEIYCSKKLTWKSRQADVDTCRMKGKHKDECHNFIKVLLKKNDDALFVCGTNAFNPSCRNYKMDTLEPFGDEFSGMARCPYDAKHANVALFADGKLYSATVTDFLAIDAVIYRSLGESPTLRTVKHDSKWLKEPYFVQAVDYGDYIYFFFREIAVEYNTMGKVVFPRVAQVCKNDMGGSQRVLEKQWTSFLKARLNCSVPGDSHFYFNILQAVT.... Result: 0 (no interaction).